From a dataset of Catalyst prediction with 721,799 reactions and 888 catalyst types from USPTO. Predict which catalyst facilitates the given reaction. Reactant: [F:1][C:2]1[CH:3]=[CH:4][C:5]([O:39][CH3:40])=[C:6]([C:8]2[CH:13]=[CH:12][N:11]=[C:10]3[N:14](S(C4C=CC=CC=4)(=O)=O)[C:15]([C:17]4[CH2:22][CH2:21][N:20]([C:23]([O:25][C:26]([CH3:29])([CH3:28])[CH3:27])=[O:24])[CH2:19][CH:18]=4)=[CH:16][C:9]=23)[CH:7]=1.[H][H]. Product: [F:1][C:2]1[CH:3]=[CH:4][C:5]([O:39][CH3:40])=[C:6]([C:8]2[CH:13]=[CH:12][N:11]=[C:10]3[NH:14][C:15]([CH:17]4[CH2:22][CH2:21][N:20]([C:23]([O:25][C:26]([CH3:27])([CH3:28])[CH3:29])=[O:24])[CH2:19][CH2:18]4)=[CH:16][C:9]=23)[CH:7]=1. The catalyst class is: 261.